From a dataset of Full USPTO retrosynthesis dataset with 1.9M reactions from patents (1976-2016). Predict the reactants needed to synthesize the given product. (1) The reactants are: C(OC([N:8]1[CH2:12][C@@H:11]([O:13][CH3:14])[C@H:10]([N:15]([CH3:17])[CH3:16])[CH2:9]1)=O)(C)(C)C.[C:18]([OH:24])([C:20]([F:23])([F:22])[F:21])=[O:19]. Given the product [F:21][C:20]([F:23])([F:22])[C:18]([O-:24])=[O:19].[CH3:16][N:15]([CH3:17])[C@H:10]1[C@H:11]([O:13][CH3:14])[CH2:12][NH2+:8][CH2:9]1, predict the reactants needed to synthesize it. (2) Given the product [CH2:28]([O:27][C:25]([NH:35][C@@H:36]([CH2:37][CH:38]([CH3:40])[CH3:39])[C:7]([NH:9][CH2:10][C:15]1[S:16][CH:17]=[C:18]([C:20]([O:22][CH2:23][CH3:24])=[O:21])[N:19]=1)=[O:8])=[O:26])[C:29]1[CH:34]=[CH:33][CH:32]=[CH:31][CH:30]=1, predict the reactants needed to synthesize it. The reactants are: C.C(O[C:7]([NH:9][C@H:10]([C:15]1[S:16][CH:17]=[C:18]([C:20]([O:22][CH2:23][CH3:24])=[O:21])[N:19]=1)CC(C)C)=[O:8])(C)(C)C.[C:25]([NH:35][C@H:36](C(O)=O)[CH2:37][CH:38]([CH3:40])[CH3:39])([O:27][CH2:28][C:29]1[CH:34]=[CH:33][CH:32]=[CH:31][CH:30]=1)=[O:26].C(N[C@H](C(N[C@H](C(O)=O)CC(C)C)=O)CC(C)C)(OCC1C=CC=CC=1)=O. (3) The reactants are: [CH3:1][N:2]1[C:6]2[CH:7]=[CH:8][C:9]([C:11](O)=[O:12])=[CH:10][C:5]=2[N:4]=[C:3]1[NH:14][C:15]1[S:16][C:17]2[CH:23]=[C:22]([O:24][C:25]([F:28])([F:27])[F:26])[CH:21]=[CH:20][C:18]=2[N:19]=1.[NH2:29][CH2:30][CH2:31][CH2:32][O:33][CH2:34][CH2:35][OH:36].CN(C(ON1N=NC2C=CC=CC1=2)=[N+](C)C)C.F[P-](F)(F)(F)(F)F.CCN(C(C)C)C(C)C. Given the product [OH:36][CH2:35][CH2:34][O:33][CH2:32][CH2:31][CH2:30][NH:29][C:11]([C:9]1[CH:8]=[CH:7][C:6]2[N:2]([CH3:1])[C:3]([NH:14][C:15]3[S:16][C:17]4[CH:23]=[C:22]([O:24][C:25]([F:27])([F:28])[F:26])[CH:21]=[CH:20][C:18]=4[N:19]=3)=[N:4][C:5]=2[CH:10]=1)=[O:12], predict the reactants needed to synthesize it. (4) Given the product [Br:1][C:2]1[CH:10]=[C:9]2[C:5]([CH2:6][CH2:7][CH:8]2[N:12]2[CH2:16][CH2:15][CH2:14][CH2:13]2)=[CH:4][CH:3]=1, predict the reactants needed to synthesize it. The reactants are: [Br:1][C:2]1[CH:10]=[C:9]2[C:5]([CH2:6][CH2:7][CH:8]2O)=[CH:4][CH:3]=1.[NH:12]1[CH2:16][CH2:15][CH2:14][CH2:13]1. (5) Given the product [F:1][C:2]1[CH:3]=[CH:4][C:5]([C:8]2[CH:9]=[C:10]3[C:15](=[CH:16][CH:17]=2)[NH:14][CH2:13][CH:12]([NH2:18])[CH:11]3[C:19]([F:22])([F:20])[F:21])=[CH:6][CH:7]=1, predict the reactants needed to synthesize it. The reactants are: [F:1][C:2]1[CH:7]=[CH:6][C:5]([C:8]2[CH:9]=[C:10]3[C:15](=[CH:16][CH:17]=2)[N:14]=[CH:13][C:12]([NH2:18])=[C:11]3[C:19]([F:22])([F:21])[F:20])=[CH:4][CH:3]=1.CO.N#N.